Task: Predict the product of the given reaction.. Dataset: Forward reaction prediction with 1.9M reactions from USPTO patents (1976-2016) (1) Given the reactants [H-].[Al+3].[Li+].[H-].[H-].[H-].[CH3:7][O:8][C:9]1[CH:10]=[C:11]([C:23]2[CH:28]=[CH:27][C:26]([NH:29][C:30]([CH2:32][CH2:33][N:34]([CH3:62])[CH2:35][CH2:36][C:37](=O)[NH:38][C:39]3[CH:40]=[CH:41][C:42]([C:45]4[CH:50]=[C:49]([O:51][CH3:52])[C:48]([O:53][CH2:54][C:55]([F:58])([F:57])[F:56])=[C:47]([O:59][CH3:60])[CH:46]=4)=[N:43][CH:44]=3)=O)=[CH:25][N:24]=2)[CH:12]=[C:13]([O:21][CH3:22])[C:14]=1[O:15][CH2:16][C:17]([F:20])([F:19])[F:18].CO, predict the reaction product. The product is: [CH3:52][O:51][C:49]1[CH:50]=[C:45]([C:42]2[CH:41]=[CH:40][C:39]([NH:38][CH2:37][CH2:36][CH2:35][N:34]([CH3:62])[CH2:33][CH2:32][CH2:30][NH:29][C:26]3[CH:27]=[CH:28][C:23]([C:11]4[CH:12]=[C:13]([O:21][CH3:22])[C:14]([O:15][CH2:16][C:17]([F:18])([F:19])[F:20])=[C:9]([O:8][CH3:7])[CH:10]=4)=[N:24][CH:25]=3)=[CH:44][N:43]=2)[CH:46]=[C:47]([O:59][CH3:60])[C:48]=1[O:53][CH2:54][C:55]([F:56])([F:57])[F:58]. (2) Given the reactants C(OC(=O)[NH:7][CH:8]1[CH2:13][CH2:12][NH:11][CH2:10][CH2:9]1)(C)(C)C.Br[CH:16]([F:18])[CH3:17].C(=O)([O-])[O-].[K+].[K+].Cl.O1CCOCC1, predict the reaction product. The product is: [F:18][CH2:16][CH2:17][N:11]1[CH2:10][CH2:9][CH:8]([NH2:7])[CH2:13][CH2:12]1. (3) The product is: [CH3:14][C:12]1[CH:11]=[N:10][C:9]2[NH:15][C:16]3[C:21]([C:8]=2[CH:13]=1)=[CH:20][C:19]([C:22](=[O:24])[CH3:23])=[CH:18][CH:17]=3. Given the reactants CN(C)C(=O)C.Br[C:8]1[C:9]([NH:15][C:16]2[CH:21]=[CH:20][C:19]([C:22](=[O:24])[CH3:23])=[CH:18][CH:17]=2)=[N:10][CH:11]=[C:12]([CH3:14])[CH:13]=1.C1CCN2C(=NCCC2)CC1, predict the reaction product. (4) The product is: [NH2:19][C:18]1[N:17]=[N+:11]([O-:12])[C:10]2[CH:9]=[C:8]3[C:4]([CH2:5][CH:6]([CH2:14][CH2:15][OH:16])[CH2:7]3)=[CH:3][C:2]=2[N:1]=1. Given the reactants [NH2:1][C:2]1[CH:3]=[C:4]2[C:8](=[CH:9][C:10]=1[N+:11]([O-])=[O:12])[CH2:7][CH:6]([CH2:14][CH2:15][OH:16])[CH2:5]2.[N:17]#[C:18][NH2:19].[CH]Cl.[OH-].[Na+], predict the reaction product.